From a dataset of TCR-epitope binding with 47,182 pairs between 192 epitopes and 23,139 TCRs. Binary Classification. Given a T-cell receptor sequence (or CDR3 region) and an epitope sequence, predict whether binding occurs between them. (1) The epitope is ALSKGVHFV. The TCR CDR3 sequence is CARRTDRGEYEQYF. Result: 0 (the TCR does not bind to the epitope). (2) Result: 1 (the TCR binds to the epitope). The epitope is YIFFASFYY. The TCR CDR3 sequence is CSARMGVEAFF.